Dataset: Reaction yield outcomes from USPTO patents with 853,638 reactions. Task: Predict the reaction yield, written as a fraction of the theoretical maximum amount of product (1.0 means a 100% yield; for example, 0.34 means a 34% yield). (1) The reactants are [OH:1][C:2]1[CH:6]=[C:5]([CH3:7])[O:4][N:3]=1.C([O-])([O-])=O.[K+].[K+].Br[CH2:15][CH:16]([CH3:18])[CH3:17]. The catalyst is CC(C)=O. The product is [CH2:15]([O:1][C:2]1[CH:6]=[C:5]([CH3:7])[O:4][N:3]=1)[CH:16]([CH3:18])[CH3:17]. The yield is 0.0900. (2) The reactants are C([N:8]1[CH2:14][C:13]2[N:15]=[CH:16][C:17]([N:19]([CH2:21][CH:22]3[CH2:24][CH2:23]3)[CH3:20])=[N:18][C:12]=2[O:11][CH2:10][CH2:9]1)C1C=CC=CC=1.C(OCC)(=O)C.[ClH:31]. The catalyst is CO.[OH-].[OH-].[Pd+2]. The product is [ClH:31].[CH:22]1([CH2:21][N:19]([CH3:20])[C:17]2[CH:16]=[N:15][C:13]3[CH2:14][NH:8][CH2:9][CH2:10][O:11][C:12]=3[N:18]=2)[CH2:23][CH2:24]1. The yield is 0.670.